This data is from Full USPTO retrosynthesis dataset with 1.9M reactions from patents (1976-2016). The task is: Predict the reactants needed to synthesize the given product. (1) Given the product [CH3:1][C:2]1[C:7]([CH3:8])=[CH:6][C:5]2[NH:9][C:13]([C@@H:12]([OH:11])[CH3:16])=[N:10][C:4]=2[CH:3]=1, predict the reactants needed to synthesize it. The reactants are: [CH3:1][C:2]1[CH:3]=[C:4]([NH2:10])[C:5]([NH2:9])=[CH:6][C:7]=1[CH3:8].[OH:11][C@@H:12]([CH3:16])[C:13](O)=O.ClC1C=C(N=C=O)C=CC=1Cl. (2) Given the product [CH3:6][C:7]1[CH:11]=[C:10]([CH2:12][CH2:13][CH2:14][OH:15])[O:9][N:8]=1, predict the reactants needed to synthesize it. The reactants are: C([Li])CCC.[CH3:6][C:7]1[CH:11]=[C:10]([CH3:12])[O:9][N:8]=1.[CH2:13]1[O:15][CH2:14]1.[NH4+].[Cl-].Cl. (3) The reactants are: [CH3:1][O:2][C:3]1[CH:8]=[CH:7][CH:6]=[C:5]([NH2:9])[CH:4]=1.C([CH:12]([CH2:16][C:17](Cl)=[O:18])[C:13](Cl)=[O:14])C.C1C[O:23]CC1.C(N([CH2:30][CH3:31])CC)C. Given the product [CH3:1][O:2][C:3]1[CH:4]=[C:5]([NH:9][C:17](=[O:18])[CH2:16][CH2:12][C:13]([O:14][CH2:30][CH3:31])=[O:23])[CH:6]=[CH:7][CH:8]=1, predict the reactants needed to synthesize it. (4) Given the product [CH3:16][N:17]1[CH2:18][CH2:19][CH:20]([C:23]2[C:31]3[C:26](=[CH:27][CH:28]=[C:29]([NH:32][S:10]([C:7]4[S:6][C:5]5[CH:14]=[CH:15][C:2]([Cl:1])=[CH:3][C:4]=5[C:8]=4[CH3:9])(=[O:12])=[O:11])[CH:30]=3)[NH:25][N:24]=2)[CH2:21][CH2:22]1, predict the reactants needed to synthesize it. The reactants are: [Cl:1][C:2]1[CH:15]=[CH:14][C:5]2[S:6][C:7]([S:10](Cl)(=[O:12])=[O:11])=[C:8]([CH3:9])[C:4]=2[CH:3]=1.[CH3:16][N:17]1[CH2:22][CH2:21][CH:20]([C:23]2[C:31]3[C:26](=[CH:27][CH:28]=[C:29]([NH2:32])[CH:30]=3)[NH:25][N:24]=2)[CH2:19][CH2:18]1. (5) Given the product [Cl:1][C:2]1[CH:17]=[C:16]([NH:18][C:19]2[C:20]3[N:27]([CH2:28][CH2:29][OH:30])[CH:26]=[CH:25][C:21]=3[N:22]=[CH:23][N:24]=2)[CH:15]=[CH:14][C:3]=1[O:4][C:5]1[CH:6]=[C:7]([CH:11]=[CH:12][CH:13]=1)[C:8]([NH:38][C:33]1([CH3:32])[CH2:37][CH2:36][CH2:35][CH2:34]1)=[O:10], predict the reactants needed to synthesize it. The reactants are: [Cl:1][C:2]1[CH:17]=[C:16]([NH:18][C:19]2[C:20]3[N:27]([CH2:28][CH2:29][OH:30])[CH:26]=[CH:25][C:21]=3[N:22]=[CH:23][N:24]=2)[CH:15]=[CH:14][C:3]=1[O:4][C:5]1[CH:6]=[C:7]([CH:11]=[CH:12][CH:13]=1)[C:8]([OH:10])=O.Cl.[CH3:32][C:33]1([NH2:38])[CH2:37][CH2:36][CH2:35][CH2:34]1.Cl.C(N=C=NCCCN(C)C)C.ON1C2C=CC=CC=2N=N1. (6) Given the product [C:1]([C:3]1[N:4]=[C:5]([CH:8]2[CH2:13][CH2:12][NH:11][CH2:10][CH2:9]2)[S:6][CH:7]=1)#[CH:2], predict the reactants needed to synthesize it. The reactants are: [C:1]([C:3]1[N:4]=[C:5]([CH:8]2[CH2:13][CH2:12][N:11](C(OC(C)(C)C)=O)[CH2:10][CH2:9]2)[S:6][CH:7]=1)#[CH:2].FC(F)(F)C(O)=O. (7) Given the product [CH3:1][O:2][C:3](=[O:26])[C:4]1[CH:9]=[CH:8][CH:7]=[C:6]([CH2:10][N:11]2[C:19]3[C:24](=[CH:23][CH:22]=[CH:21][CH:20]=3)[C:13](=[C:14]([C:31]3[CH:32]=[CH:33][C:28]([Cl:27])=[CH:29][CH:30]=3)[CH:15]([CH3:17])[CH3:16])[C:12]2=[O:18])[CH:5]=1, predict the reactants needed to synthesize it. The reactants are: [CH3:1][O:2][C:3](=[O:26])[C:4]1[CH:9]=[CH:8][CH:7]=[C:6]([CH2:10][N:11]([C:19]2[CH:24]=[CH:23][CH:22]=[CH:21][C:20]=2I)[C:12](=[O:18])[C:13]#[C:14][CH:15]([CH3:17])[CH3:16])[CH:5]=1.[Cl:27][C:28]1[CH:33]=[CH:32][C:31](B(O)O)=[CH:30][CH:29]=1.C1(P(C2C=CC=CC=2)C2C=CC=CC=2)C=CC=CC=1.[F-].[Cs+]. (8) Given the product [CH:24]1([C:10]2[N:9]=[C:8]([C:6]3[CH:5]=[CH:4][N:3]=[C:2]([C:31]4[CH:30]=[N:29][C:28]([NH2:27])=[CH:33][CH:32]=4)[CH:7]=3)[CH:13]=[C:12]([C:14]3[CH:19]=[CH:18][C:17]([C:20]([F:23])([F:22])[F:21])=[CH:16][CH:15]=3)[CH:11]=2)[CH2:26][CH2:25]1, predict the reactants needed to synthesize it. The reactants are: Cl[C:2]1[CH:7]=[C:6]([C:8]2[CH:13]=[C:12]([C:14]3[CH:19]=[CH:18][C:17]([C:20]([F:23])([F:22])[F:21])=[CH:16][CH:15]=3)[CH:11]=[C:10]([CH:24]3[CH2:26][CH2:25]3)[N:9]=2)[CH:5]=[CH:4][N:3]=1.[NH2:27][C:28]1[CH:33]=[CH:32][C:31](B2OC(C)(C)C(C)(C)O2)=[CH:30][N:29]=1. (9) Given the product [CH2:1]([O:8][C:9]1[CH:10]=[C:11]([C:15]2[N:16]=[C:17]([C:18]([F:21])([F:20])[F:19])[N:24]3[CH:25]=[CH:26][N:27]=[C:28]([NH2:46])[C:23]=23)[CH:12]=[CH:13][CH:14]=1)[C:2]1[CH:7]=[CH:6][CH:5]=[CH:4][CH:3]=1, predict the reactants needed to synthesize it. The reactants are: [CH2:1]([O:8][C:9]1[CH:10]=[C:11]([CH:15]([C:23]2[C:28](Cl)=[N:27][CH:26]=[CH:25][N:24]=2)[NH:16][C:17](=O)[C:18]([F:21])([F:20])[F:19])[CH:12]=[CH:13][CH:14]=1)[C:2]1[CH:7]=[CH:6][CH:5]=[CH:4][CH:3]=1.C(OC1C=C(C(NC(C2CCC2)=O)C2C(Cl)=NC=C[N:46]=2)C=CC=1)C1C=CC=CC=1.